From a dataset of Forward reaction prediction with 1.9M reactions from USPTO patents (1976-2016). Predict the product of the given reaction. (1) Given the reactants [CH2:1]([Li])CCC.[CH2:6]([O:13][C:14]1[C:19]([C:20]([CH3:23])([CH3:22])[CH3:21])=[CH:18][CH:17]=[CH:16][C:15]=1[C:24]([C:26]1[CH:31]=[CH:30][CH:29]=[C:28]([C:32]2[CH:37]=[CH:36][CH:35]=[CH:34][N:33]=2)[CH:27]=1)=O)[C:7]1[CH:12]=[CH:11][CH:10]=[CH:9][CH:8]=1.[Cl-].[NH4+], predict the reaction product. The product is: [CH2:6]([O:13][C:14]1[C:19]([C:20]([CH3:23])([CH3:22])[CH3:21])=[CH:18][CH:17]=[CH:16][C:15]=1[C:24]([C:26]1[CH:27]=[C:28]([C:32]2[CH:37]=[CH:36][CH:35]=[CH:34][N:33]=2)[CH:29]=[CH:30][CH:31]=1)=[CH2:1])[C:7]1[CH:12]=[CH:11][CH:10]=[CH:9][CH:8]=1. (2) Given the reactants Cl[C:2]1[CH:11]=[CH:10][C:9]2[C:8]([C:12]([NH:14][CH2:15][CH2:16][C:17]3[CH:22]=[CH:21][CH:20]=[CH:19][C:18]=3[Cl:23])=[O:13])=[C:7]([Cl:24])[CH:6]=[CH:5][C:4]=2[N:3]=1.[NH:25]1[CH2:29][CH2:28][C@H:27]([NH2:30])[CH2:26]1, predict the reaction product. The product is: [NH2:30][C@H:27]1[CH2:28][CH2:29][N:25]([C:2]2[CH:11]=[CH:10][C:9]3[C:8]([C:12]([NH:14][CH2:15][CH2:16][C:17]4[CH:22]=[CH:21][CH:20]=[CH:19][C:18]=4[Cl:23])=[O:13])=[C:7]([Cl:24])[CH:6]=[CH:5][C:4]=3[N:3]=2)[CH2:26]1.